Dataset: Catalyst prediction with 721,799 reactions and 888 catalyst types from USPTO. Task: Predict which catalyst facilitates the given reaction. (1) Reactant: C(O)(C(F)(F)F)=O.[CH3:8][C:9]1[CH:14]=[CH:13][CH:12]=[C:11]([CH3:15])[C:10]=1[NH:16][C:17]([NH:19][C:20]1[C:21]([C:30]([N:32]2[CH2:43][CH2:42][CH2:41][C@H:33]2[C:34]([O:36]C(C)(C)C)=[O:35])=[O:31])=[CH:22][C:23]2[C:28]([CH:29]=1)=[CH:27][CH:26]=[CH:25][CH:24]=2)=[O:18]. Product: [CH3:15][C:11]1[CH:12]=[CH:13][CH:14]=[C:9]([CH3:8])[C:10]=1[NH:16][C:17]([NH:19][C:20]1[C:21]([C:30]([N:32]2[CH2:43][CH2:42][CH2:41][C@H:33]2[C:34]([OH:36])=[O:35])=[O:31])=[CH:22][C:23]2[C:28]([CH:29]=1)=[CH:27][CH:26]=[CH:25][CH:24]=2)=[O:18]. The catalyst class is: 2. (2) Reactant: [CH3:1][N:2]1[CH2:7][CH2:6][N:5]([C@@H:8]2[CH2:13][CH2:12][CH2:11][C@H:10]([N:14]3[C:18]4[N:19]=[CH:20][N:21]=[C:22]([NH2:23])[C:17]=4[C:16]([C:24]4[CH:29]=[CH:28][C:27]([O:30][C:31]5[CH:36]=[CH:35][CH:34]=[CH:33][CH:32]=5)=[CH:26][CH:25]=4)=[CH:15]3)[CH2:9]2)[CH2:4][CH2:3]1.[ClH:37]. Product: [ClH:37].[ClH:37].[ClH:37].[CH3:1][N:2]1[CH2:3][CH2:4][N:5]([C@@H:8]2[CH2:13][CH2:12][CH2:11][C@H:10]([N:14]3[C:18]4[N:19]=[CH:20][N:21]=[C:22]([NH2:23])[C:17]=4[C:16]([C:24]4[CH:29]=[CH:28][C:27]([O:30][C:31]5[CH:36]=[CH:35][CH:34]=[CH:33][CH:32]=5)=[CH:26][CH:25]=4)=[CH:15]3)[CH2:9]2)[CH2:6][CH2:7]1. The catalyst class is: 32.